Dataset: Reaction yield outcomes from USPTO patents with 853,638 reactions. Task: Predict the reaction yield, written as a fraction of the theoretical maximum amount of product (1.0 means a 100% yield; for example, 0.34 means a 34% yield). (1) The reactants are [S:1]1[C:6]2[CH:7]=[CH:8][C:9]([CH2:11][OH:12])=[CH:10][C:5]=2[NH:4][CH2:3][CH2:2]1.COC(C1C=CC2SCC(=O)NC=2C=1)=O.[H-].[H-].[H-].[H-].[Li+].[Al+3].[OH-].[Na+]. The catalyst is CCOCC.O. The product is [S:1]1[C:6]2[CH:7]=[CH:8][C:9]([CH:11]=[O:12])=[CH:10][C:5]=2[NH:4][CH2:3][CH2:2]1. The yield is 0.580. (2) The reactants are N#N.[CH2:3]([N:10]1[CH2:15][CH2:14][CH2:13][CH2:12][CH:11]1[CH2:16][C:17]1[CH:22]=[CH:21][C:20](Br)=[CH:19][CH:18]=1)[C:4]1[CH:9]=[CH:8][CH:7]=[CH:6][CH:5]=1.C([Li])CCC.[CH3:29][C:30]1[NH:31][C:32]([CH3:41])=[CH:33][C:34]=1[C:35]1[CH:40]=[CH:39][CH:38]=[CH:37][N:36]=1. The catalyst is CCCCCC.CCOCC. The product is [CH3:29][C:30]1[NH:31][C:32]([CH3:41])=[CH:33][C:34]=1[C:35]1[CH:40]=[CH:39][CH:38]=[C:37]([C:20]2[CH:21]=[CH:22][C:17]([CH2:16][CH:11]3[CH2:12][CH2:13][CH2:14][CH2:15][N:10]3[CH2:3][C:4]3[CH:9]=[CH:8][CH:7]=[CH:6][CH:5]=3)=[CH:18][CH:19]=2)[N:36]=1. The yield is 0.160. (3) The reactants are C=O.[Cl:3][C:4]1[C:5]([CH2:23][CH2:24][C:25]2[CH:30]=[CH:29][CH:28]=[CH:27][C:26]=2[CH:31]([CH3:35])[C:32]([NH2:34])=[O:33])=[N:6][C:7]([NH:10][C:11]2[CH:12]=[N:13][C:14]([CH:17]3[CH2:22][CH2:21][NH:20][CH2:19][CH2:18]3)=[CH:15][CH:16]=2)=[N:8][CH:9]=1.[C:36](O[BH-](OC(=O)C)OC(=O)C)(=O)C.[Na+]. The catalyst is CO. The product is [Cl:3][C:4]1[C:5]([CH2:23][CH2:24][C:25]2[CH:30]=[CH:29][CH:28]=[CH:27][C:26]=2[CH:31]([CH3:35])[C:32]([NH2:34])=[O:33])=[N:6][C:7]([NH:10][C:11]2[CH:12]=[N:13][C:14]([CH:17]3[CH2:22][CH2:21][N:20]([CH3:36])[CH2:19][CH2:18]3)=[CH:15][CH:16]=2)=[N:8][CH:9]=1. The yield is 0.840. (4) The reactants are [C:1]([O:5][C:6](=[O:49])[NH:7][CH:8]([C:21](=[O:48])[N:22]([CH:34]([C:36]1[NH:37][CH:38]=[C:39]([C:41]2[CH:46]=[CH:45][CH:44]=[C:43](Br)[CH:42]=2)[N:40]=1)[CH3:35])[CH2:23][C:24]1[CH:29]=[CH:28][C:27]([O:30][CH3:31])=[C:26]([O:32][CH3:33])[CH:25]=1)[CH2:9][C:10]1[C:15]([CH3:16])=[CH:14][C:13]([C:17](=[O:19])[NH2:18])=[CH:12][C:11]=1[CH3:20])([CH3:4])([CH3:3])[CH3:2].[C:50]([O-])([O-:52])=[O:51].[K+].[K+]. The catalyst is CN(C=O)C.CC([O-])=O.CC([O-])=O.[Pd+2].[CH-]1C(P(C2C=CC=CC=2)C2C=CC=CC=2)=CC=C1.[CH-]1C(P(C2C=CC=CC=2)C2C=CC=CC=2)=CC=C1.[Fe+2]. The product is [C:1]([O:5][C:6]([NH:7][CH:8]([CH2:9][C:10]1[C:15]([CH3:16])=[CH:14][C:13]([C:17](=[O:19])[NH2:18])=[CH:12][C:11]=1[CH3:20])[C:21]([N:22]([CH2:23][C:24]1[CH:29]=[CH:28][C:27]([O:30][CH3:31])=[C:26]([O:32][CH3:33])[CH:25]=1)[CH:34]([C:36]1[NH:37][CH:38]=[C:39]([C:41]2[CH:42]=[C:43]([CH:44]=[CH:45][CH:46]=2)[C:50]([OH:52])=[O:51])[N:40]=1)[CH3:35])=[O:48])=[O:49])([CH3:4])([CH3:3])[CH3:2]. The yield is 0.870. (5) The reactants are [F:1][C:2]1[CH:9]=[CH:8][C:5](C=O)=[CH:4][C:3]=1[O:10][CH3:11].C1C=C(Cl)C=C(C(OO)=[O:20])C=1.Cl. The catalyst is C(Cl)Cl.[OH-].[K+].O. The product is [F:1][C:2]1[CH:9]=[CH:8][C:5]([OH:20])=[CH:4][C:3]=1[O:10][CH3:11]. The yield is 0.390.